This data is from Full USPTO retrosynthesis dataset with 1.9M reactions from patents (1976-2016). The task is: Predict the reactants needed to synthesize the given product. (1) Given the product [CH2:1]([O:8][C:9]1[S:13][C:12]([C:14]#[N:16])=[CH:11][CH:10]=1)[C:2]1[CH:7]=[CH:6][CH:5]=[CH:4][CH:3]=1, predict the reactants needed to synthesize it. The reactants are: [CH2:1]([O:8][C:9]1[S:13][C:12]([CH:14]=O)=[CH:11][CH:10]=1)[C:2]1[CH:7]=[CH:6][CH:5]=[CH:4][CH:3]=1.[N:16]1C=CC=CC=1.Cl.NO.C(N1C=CN=C1)(N1C=CN=C1)=O.C(N(CC)CC)C. (2) Given the product [C:12]1([C:5]2[CH:6]=[CH:11][CH:10]=[CH:9][CH:8]=2)[CH:13]=[CH:14][C:15]([C:32]#[N:33])=[CH:16][CH:17]=1, predict the reactants needed to synthesize it. The reactants are: C([Si]1(CC)C2[CH:8]=[CH:9][CH:10]=[CH:11][C:6]=2[CH:5]([C:12]2[CH:17]=[CH:16][CH:15]=[CH:14][CH:13]=2)O1)C.C([Si]1(CC)C2C=CC=CC=2C(C2[CH:32]=[N:33]C=CC=2)O1)C.C([Si]1(CC)C2C=CC=CC=2C(C2C=CC(N(C)C)=CC=2)O1)C. (3) The reactants are: [CH3:1][O:2][C:3]1[CH:8]=[CH:7][C:6]([CH2:9][CH2:10][CH2:11][C:12](=[O:16])[C:13]([OH:15])=[O:14])=[CH:5][CH:4]=1.[OH-].[Na+].C(OC(C)C)(C)C.C1(C)C=CC=CC=1CCN. Given the product [OH:16][C@H:12]([CH2:11][CH2:10][CH2:9][C:6]1[CH:5]=[CH:4][C:3]([O:2][CH3:1])=[CH:8][CH:7]=1)[C:13]([OH:15])=[O:14], predict the reactants needed to synthesize it. (4) Given the product [Cl:1][C:2]1[C:7]([Cl:8])=[CH:6][CH:5]=[CH:4][C:3]=1[NH:9][CH2:10][CH2:11][NH:21][C:18]1[CH:19]=[CH:20][C:15]([O:14][CH3:13])=[C:16]([O:22][CH2:23][CH2:24][N:25]2[CH2:26][CH2:27][CH2:28][CH2:29][CH2:30]2)[CH:17]=1, predict the reactants needed to synthesize it. The reactants are: [Cl:1][C:2]1[C:7]([Cl:8])=[CH:6][CH:5]=[CH:4][C:3]=1[NH:9][CH2:10][CH2:11]O.[CH3:13][O:14][C:15]1[CH:20]=[CH:19][C:18]([NH2:21])=[CH:17][C:16]=1[O:22][CH2:23][CH2:24][N:25]1[CH2:30][CH2:29][CH2:28][CH2:27][CH2:26]1.